From a dataset of Reaction yield outcomes from USPTO patents with 853,638 reactions. Predict the reaction yield, written as a fraction of the theoretical maximum amount of product (1.0 means a 100% yield; for example, 0.34 means a 34% yield). (1) The reactants are Br[C:2]1[CH:7]=[CH:6][CH:5]=[CH:4][C:3]=1[C@H:8]([O:10][CH2:11][C@H:12]1[CH2:14][O:13]1)[CH3:9].[CH3:15][O:16][C:17](=[O:21])[CH2:18][CH:19]=[CH2:20]. No catalyst specified. The product is [O:13]1[CH2:14][C@@H:12]1[CH2:11][O:10][C@@H:8]([C:3]1[CH:4]=[CH:5][CH:6]=[CH:7][C:2]=1/[CH:20]=[CH:19]/[CH2:18][C:17]([O:16][CH3:15])=[O:21])[CH3:9]. The yield is 0.650. (2) The reactants are [CH2:1]([C:3]1[CH:8]=[CH:7][C:6]([C@H:9]2[CH2:14][C@@H:13]([C:15]([F:18])([F:17])[F:16])[N:12]3[N:19]=[CH:20][C:21]([C:22]([OH:24])=O)=[C:11]3[NH:10]2)=[CH:5][CH:4]=1)[CH3:2].CN(C(ON1N=NC2C=CC=NC1=2)=[N+](C)C)C.F[P-](F)(F)(F)(F)F.C(N(CC)C(C)C)(C)C.[CH3:58][O:59][C:60]1[N:65]=[CH:64][C:63]([CH2:66][NH2:67])=[CH:62][CH:61]=1. No catalyst specified. The product is [CH2:1]([C:3]1[CH:4]=[CH:5][C:6]([C@H:9]2[CH2:14][C@@H:13]([C:15]([F:17])([F:16])[F:18])[N:12]3[N:19]=[CH:20][C:21]([C:22]([NH:67][CH2:66][C:63]4[CH:64]=[N:65][C:60]([O:59][CH3:58])=[CH:61][CH:62]=4)=[O:24])=[C:11]3[NH:10]2)=[CH:7][CH:8]=1)[CH3:2]. The yield is 0.0170. (3) The reactants are [CH3:1][O:2][C:3]1[CH:4]=[C:5]2[C:10](=[CH:11][C:12]=1[O:13][CH3:14])[N:9]=[CH:8][CH:7]=[C:6]2[O:15][C:16]1[CH:22]=[CH:21][C:19]([NH2:20])=[CH:18][C:17]=1[F:23].C(O)C.[CH3:27][C:28]1[CH:33]=[CH:32][CH:31]=[CH:30][C:29]=1[C:34]([N:36]=[C:37]=[S:38])=[O:35]. The catalyst is C1(C)C=CC=CC=1. The product is [CH3:1][O:2][C:3]1[CH:4]=[C:5]2[C:10](=[CH:11][C:12]=1[O:13][CH3:14])[N:9]=[CH:8][CH:7]=[C:6]2[O:15][C:16]1[CH:22]=[CH:21][C:19]([NH:20][C:37]([NH:36][C:34](=[O:35])[C:29]2[CH:30]=[CH:31][CH:32]=[CH:33][C:28]=2[CH3:27])=[S:38])=[CH:18][C:17]=1[F:23]. The yield is 0.700. (4) The product is [CH3:3][CH:2]([C:4]([O:6][C:7]1[CH:8]=[CH:9][C:10]([CH2:29][OH:30])=[CH:11][C:12]=1[C@@H:13]([C:23]1[CH:28]=[CH:27][CH:26]=[CH:25][CH:24]=1)[CH2:14][CH2:15][N:16]([CH:20]([CH3:21])[CH3:22])[CH:17]([CH3:18])[CH3:19])=[O:5])[CH3:1].[CH:46](/[C:45]([OH:52])=[O:51])=[CH:47]\[C:48]([OH:50])=[O:49]. The yield is 1.000. The catalyst is O. The reactants are [CH3:1][CH:2]([C:4]([O:6][C:7]1[CH:8]=[CH:9][C:10]([CH2:29][OH:30])=[CH:11][C:12]=1[C@@H:13]([C:23]1[CH:24]=[CH:25][CH:26]=[CH:27][CH:28]=1)[CH2:14][CH2:15][N:16]([CH:20]([CH3:22])[CH3:21])[CH:17]([CH3:19])[CH3:18])=[O:5])[CH3:3].ClC1C=CC=CC=1C(O)C([O-])=O.[OH-].[Na+].[C:45]([OH:52])(=[O:51])/[CH:46]=[CH:47]/[C:48]([OH:50])=[O:49]. (5) The reactants are [F:1][C:2]1[CH:7]=[CH:6][C:5]([C:8]2[N:9]=[C:10]3[CH2:15][CH2:14][CH2:13][CH2:12][N:11]3[C:16]=2[C:17]2[CH:18]=[CH:19][C:20]3[N:21]([CH:23]=[C:24]([NH:26]C(=O)C)[N:25]=3)[N:22]=2)=[CH:4][CH:3]=1.Cl.O1CCOCC1. The catalyst is CO. The product is [F:1][C:2]1[CH:3]=[CH:4][C:5]([C:8]2[N:9]=[C:10]3[CH2:15][CH2:14][CH2:13][CH2:12][N:11]3[C:16]=2[C:17]2[CH:18]=[CH:19][C:20]3[N:21]([CH:23]=[C:24]([NH2:26])[N:25]=3)[N:22]=2)=[CH:6][CH:7]=1. The yield is 0.760.